This data is from Full USPTO retrosynthesis dataset with 1.9M reactions from patents (1976-2016). The task is: Predict the reactants needed to synthesize the given product. Given the product [CH2:1]([N:3]1[CH:7]=[C:6]([C:18]2[N:23]=[N:22][C:21]([N:24]3[CH2:25][CH2:26][CH:27]([N:30]4[C:38]5[C:33](=[CH:34][CH:35]=[C:36]([F:39])[CH:37]=5)[CH2:32][CH2:31]4)[CH2:28][CH2:29]3)=[CH:20][CH:19]=2)[CH:5]=[N:4]1)[CH3:2], predict the reactants needed to synthesize it. The reactants are: [CH2:1]([N:3]1[CH:7]=[C:6](B2OC(C)(C)C(C)(C)O2)[CH:5]=[N:4]1)[CH3:2].Cl[C:18]1[N:23]=[N:22][C:21]([N:24]2[CH2:29][CH2:28][CH:27]([N:30]3[C:38]4[C:33](=[CH:34][CH:35]=[C:36]([F:39])[CH:37]=4)[CH2:32][CH2:31]3)[CH2:26][CH2:25]2)=[CH:20][CH:19]=1.